This data is from Catalyst prediction with 721,799 reactions and 888 catalyst types from USPTO. The task is: Predict which catalyst facilitates the given reaction. (1) Reactant: [CH3:1][C:2]1[CH:7]=[CH:6][C:5]([CH3:8])=[CH:4][C:3]=1[C:9]1[C:10](=[O:26])[N:11]([O:22][CH2:23][O:24][CH3:25])[C:12]2([CH2:19][CH2:18][N:17]([O:20][CH3:21])[CH2:16][CH2:15]2)[C:13]=1[OH:14].C(N(CC)CC)C.Cl[C:35]([O:37][CH2:38][CH3:39])=[O:36]. Product: [CH2:38]([O:37][C:35](=[O:36])[O:14][C:13]1[C:12]2([CH2:15][CH2:16][N:17]([O:20][CH3:21])[CH2:18][CH2:19]2)[N:11]([O:22][CH2:23][O:24][CH3:25])[C:10](=[O:26])[C:9]=1[C:3]1[CH:4]=[C:5]([CH3:8])[CH:6]=[CH:7][C:2]=1[CH3:1])[CH3:39]. The catalyst class is: 367. (2) Reactant: [O:1]1CCCO[CH:2]1[C:7]1[CH:8]=[C:9]([C:13]([CH3:32])([CH3:31])[CH2:14][C:15]([CH2:21][C:22]2[NH:30][C:25]3=[CH:26][N:27]=[CH:28][CH:29]=[C:24]3[CH:23]=2)([OH:20])[C:16]([F:19])([F:18])[F:17])[CH:10]=[CH:11][CH:12]=1.C(O)C.C1(C)C=CC(S(O)(=O)=O)=CC=1.[NH+]1C=CC=CC=1. Product: [F:19][C:16]([F:17])([F:18])[C:15]([OH:20])([CH2:21][C:22]1[NH:30][C:25]2=[CH:26][N:27]=[CH:28][CH:29]=[C:24]2[CH:23]=1)[CH2:14][C:13]([C:9]1[CH:8]=[C:7]([CH:12]=[CH:11][CH:10]=1)[CH:2]=[O:1])([CH3:31])[CH3:32]. The catalyst class is: 6. (3) Reactant: [CH2:1]([O:3][C:4](=[O:30])[CH2:5][N:6]1[C:14]2[CH2:13][CH2:12][CH2:11][C@@H:10]([NH:15][S:16]([C:19]3[CH:24]=[C:23]([C:25]([F:28])([F:27])[F:26])[CH:22]=[C:21](Br)[CH:20]=3)(=[O:18])=[O:17])[C:9]=2[CH:8]=[N:7]1)[CH3:2].[CH3:31][C:32](C)([O-])[CH3:33].[K+].C(B1OC(C)(C)C(C)(C)O1)(C)=C.[Cl-].[NH4+]. Product: [CH2:1]([O:3][C:4](=[O:30])[CH2:5][N:6]1[C:14]2[CH2:13][CH2:12][CH2:11][C@@H:10]([NH:15][S:16]([C:19]3[CH:24]=[C:23]([C:25]([F:28])([F:27])[F:26])[CH:22]=[C:21]([C:32]([CH3:33])=[CH2:31])[CH:20]=3)(=[O:18])=[O:17])[C:9]=2[CH:8]=[N:7]1)[CH3:2]. The catalyst class is: 427. (4) Reactant: [CH2:1]([O:8][C:9]([C:11]1[CH:12]=[C:13]2[CH:19]=[CH:18][N:17]([Si](C(C)C)(C(C)C)C(C)C)[C:14]2=[N:15][CH:16]=1)=[O:10])[C:2]1[CH:7]=[CH:6][CH:5]=[CH:4][CH:3]=1.O1CCCC1.[F-].C([N+](CCCC)(CCCC)CCCC)CCC. Product: [CH2:1]([O:8][C:9]([C:11]1[CH:12]=[C:13]2[CH:19]=[CH:18][NH:17][C:14]2=[N:15][CH:16]=1)=[O:10])[C:2]1[CH:3]=[CH:4][CH:5]=[CH:6][CH:7]=1. The catalyst class is: 6. (5) Reactant: [N+:1]([O-:4])(O)=[O:2].[Br:5][C:6]1[C:11]([CH3:12])=[CH:10][CH:9]=[CH:8][C:7]=1[CH3:13]. Product: [CH3:13][C:7]1[C:8]([N+:1]([O-:4])=[O:2])=[CH:9][CH:10]=[C:11]([CH3:12])[C:6]=1[Br:5]. The catalyst class is: 52. (6) Reactant: [ClH:1].[NH2:2][CH2:3][CH:4]1[C:12]2[C:7](=[C:8]([C:13]([F:16])([F:15])[F:14])[CH:9]=[CH:10][CH:11]=2)[C:6](=[O:17])[N:5]1[CH:18]([CH3:22])[C:19](O)=O.C(N(CC)CC)C.F[P-](F)(F)(F)(F)F.N1(O[P+](N2CCCC2)(N2CCCC2)N2CCCC2)C2C=CC=CC=2N=N1.O. Product: [ClH:1].[CH3:19][C@H:18]1[N:5]2[C:6](=[O:17])[C:7]3[C:12]([C@@H:4]2[CH2:3][NH:2][CH2:22]1)=[CH:11][CH:10]=[CH:9][C:8]=3[C:13]([F:16])([F:15])[F:14]. The catalyst class is: 39. (7) Reactant: Br[CH2:2][C:3]1[CH:7]=[C:6]([C:8]2[S:9][C:10]([Cl:13])=[CH:11][CH:12]=2)[O:5][N:4]=1.C1N2CN3CN(C2)C[N:15]1C3.Cl. Product: [Cl:13][C:10]1[S:9][C:8]([C:6]2[O:5][N:4]=[C:3]([CH2:2][NH2:15])[CH:7]=2)=[CH:12][CH:11]=1. The catalyst class is: 14.